Dataset: Peptide-MHC class II binding affinity with 134,281 pairs from IEDB. Task: Regression. Given a peptide amino acid sequence and an MHC pseudo amino acid sequence, predict their binding affinity value. This is MHC class II binding data. The peptide sequence is EKKYFAATQFEPRAA. The MHC is HLA-DPA10301-DPB10402 with pseudo-sequence HLA-DPA10301-DPB10402. The binding affinity (normalized) is 0.665.